Dataset: Full USPTO retrosynthesis dataset with 1.9M reactions from patents (1976-2016). Task: Predict the reactants needed to synthesize the given product. (1) Given the product [CH2:19]([CH:26]1[CH2:31][CH2:30][N:29]([C:14]([C:10]2[CH:11]=[N:12][O:13][C:9]=2[C:6]2[CH:5]=[CH:4][C:3]([C:2]([F:1])([F:18])[F:17])=[CH:8][CH:7]=2)=[O:16])[CH2:28][CH2:27]1)[C:20]1[CH:25]=[CH:24][CH:23]=[CH:22][CH:21]=1, predict the reactants needed to synthesize it. The reactants are: [F:1][C:2]([F:18])([F:17])[C:3]1[CH:8]=[CH:7][C:6]([C:9]2[O:13][N:12]=[CH:11][C:10]=2[C:14]([OH:16])=O)=[CH:5][CH:4]=1.[CH2:19]([CH:26]1[CH2:31][CH2:30][NH:29][CH2:28][CH2:27]1)[C:20]1[CH:25]=[CH:24][CH:23]=[CH:22][CH:21]=1. (2) Given the product [CH3:19][S:20]([CH2:23][CH2:24][C@H:25]1[CH2:30][CH2:29][C@H:28]([N:31]2[C:32]3=[C:33]4[S:41][CH:40]=[CH:39][C:34]4=[N:35][CH:36]=[C:37]3[N:38]=[C:3]2[C@H:2]([OH:1])[CH3:6])[CH2:27][CH2:26]1)(=[O:21])=[O:22], predict the reactants needed to synthesize it. The reactants are: [OH:1][C@H:2]([CH3:6])[C:3](N)=O.F[B-](F)(F)F.C([O+](CC)CC)C.[CH3:19][S:20]([CH2:23][CH2:24][C@H:25]1[CH2:30][CH2:29][C@H:28]([NH:31][C:32]2[C:37]([NH2:38])=[CH:36][N:35]=[C:34]3[CH:39]=[CH:40][S:41][C:33]=23)[CH2:27][CH2:26]1)(=[O:22])=[O:21]. (3) Given the product [CH2:19]1[C:24]2([CH2:29][CH2:28][CH2:27][CH2:26][CH2:25]2)[CH2:23][CH2:22][N:21]([C:10]([NH:9][C@@H:4]([CH2:3][C:2]([F:13])([F:1])[CH3:12])[C:5]([OH:7])=[O:6])=[O:11])[CH2:20]1, predict the reactants needed to synthesize it. The reactants are: [F:1][C:2]([F:13])([CH3:12])[CH2:3][C@H:4]([N:9]=[C:10]=[O:11])[C:5]([O:7]C)=[O:6].C(=O)([O-])O.[Na+].[CH2:19]1[C:24]2([CH2:29][CH2:28][CH2:27][CH2:26][CH2:25]2)[CH2:23][CH2:22][NH:21][CH2:20]1.[Li+].[OH-].Cl. (4) Given the product [Cl:41][CH2:42][C:20]([N:17]1[CH2:16][CH2:15][N:14]([CH2:13][C@:2]2([CH3:1])[O:6][C:5]3=[N:7][C:8]([N+:10]([O-:12])=[O:11])=[CH:9][N:4]3[CH2:3]2)[CH2:19][CH2:18]1)=[O:21], predict the reactants needed to synthesize it. The reactants are: [CH3:1][C@@:2]1([CH2:13][N:14]2[CH2:19][CH2:18][N:17]([C:20](OC(C)(C)C)=[O:21])[CH2:16][CH2:15]2)[O:6][C:5]2=[N:7][C:8]([N+:10]([O-:12])=[O:11])=[CH:9][N:4]2[CH2:3]1.FC(F)(F)C(O)=O.C(N(CC)CC)C.[Cl:41][CH2:42]C(Cl)=O.